From a dataset of Full USPTO retrosynthesis dataset with 1.9M reactions from patents (1976-2016). Predict the reactants needed to synthesize the given product. (1) Given the product [CH2:43]([N:45]([CH2:49][CH3:50])[CH2:46][CH2:47][NH:48][C:35]([NH:20][C:19]1[CH:21]=[CH:22][C:16]([O:15][C:6]2[C:5]3[C:10](=[CH:11][C:12]([O:13][CH3:14])=[C:3]([O:2][CH3:1])[CH:4]=3)[N:9]=[CH:8][CH:7]=2)=[C:17]([CH3:23])[CH:18]=1)=[O:41])[CH3:44], predict the reactants needed to synthesize it. The reactants are: [CH3:1][O:2][C:3]1[CH:4]=[C:5]2[C:10](=[CH:11][C:12]=1[O:13][CH3:14])[N:9]=[CH:8][CH:7]=[C:6]2[O:15][C:16]1[CH:22]=[CH:21][C:19]([NH2:20])=[CH:18][C:17]=1[CH3:23].C(N(CC)CC)C.ClC(Cl)(O[C:35](=[O:41])OC(Cl)(Cl)Cl)Cl.[CH2:43]([N:45]([CH2:49][CH3:50])[CH2:46][CH2:47][NH2:48])[CH3:44]. (2) Given the product [CH2:21]([O:23][C:24]([C:26]1[C:27]2[S:35][CH:34]=[C:33]([CH2:36][O:20][C:16]3[CH:17]=[CH:18][CH:19]=[C:14]([O:7][C:8]4[CH:9]=[CH:10][CH:11]=[CH:12][CH:13]=4)[CH:15]=3)[C:28]=2[C:29]([Cl:32])=[N:30][CH:31]=1)=[O:25])[CH3:22], predict the reactants needed to synthesize it. The reactants are: C(=O)([O-])[O-].[K+].[K+].[O:7]([C:14]1[CH:15]=[C:16]([OH:20])[CH:17]=[CH:18][CH:19]=1)[C:8]1[CH:13]=[CH:12][CH:11]=[CH:10][CH:9]=1.[CH2:21]([O:23][C:24]([C:26]1[C:27]2[S:35][CH:34]=[C:33]([CH2:36]Br)[C:28]=2[C:29]([Cl:32])=[N:30][CH:31]=1)=[O:25])[CH3:22]. (3) Given the product [CH2:1]([O:3][C:4](=[O:25])[C:5]([NH:10][C:11]([C:13]1[CH:18]=[CH:17][C:16]([N:26]2[CH2:30][CH2:29][CH2:28][CH2:27]2)=[C:15]([O:20][CH2:21][CH:22]2[CH2:24][CH2:23]2)[N:14]=1)=[O:12])([CH2:8][CH3:9])[CH2:6][CH3:7])[CH3:2], predict the reactants needed to synthesize it. The reactants are: [CH2:1]([O:3][C:4](=[O:25])[C:5]([NH:10][C:11]([C:13]1[CH:18]=[CH:17][C:16](Br)=[C:15]([O:20][CH2:21][CH:22]2[CH2:24][CH2:23]2)[N:14]=1)=[O:12])([CH2:8][CH3:9])[CH2:6][CH3:7])[CH3:2].[NH:26]1[CH2:30][CH2:29][CH2:28][CH2:27]1.